From a dataset of Forward reaction prediction with 1.9M reactions from USPTO patents (1976-2016). Predict the product of the given reaction. (1) Given the reactants Br[C:2]1[N:3]([CH2:21][C:22](=[O:24])[CH3:23])[C:4]2[C:9]([C:10]=1[CH:11]1[CH2:16][CH2:15][CH2:14][CH2:13][CH2:12]1)=[CH:8][CH:7]=[C:6]([C:17]([O:19][CH3:20])=[O:18])[CH:5]=2.[CH3:25][C:26]1[CH:27]=[CH:28][C:29](B2OC(C)(C)C(C)(C)O2)=[C:30]([NH2:32])[CH:31]=1.C(=O)([O-])O.[Na+], predict the reaction product. The product is: [NH2:32][C:30]1[CH:31]=[C:26]([CH3:25])[CH:27]=[CH:28][C:29]=1[C:2]1[N:3]([CH2:21][C:22](=[O:24])[CH3:23])[C:4]2[C:9]([C:10]=1[CH:11]1[CH2:16][CH2:15][CH2:14][CH2:13][CH2:12]1)=[CH:8][CH:7]=[C:6]([C:17]([O:19][CH3:20])=[O:18])[CH:5]=2. (2) Given the reactants [Cl:1][C:2]1[N:7]=[C:6](Cl)[C:5]([F:9])=[CH:4][N:3]=1.[NH2:10][C:11]1[CH:12]=[C:13]([NH:17][C:18](=[O:20])[CH3:19])[CH:14]=[CH:15][CH:16]=1.CCN(C(C)C)C(C)C, predict the reaction product. The product is: [Cl:1][C:2]1[N:7]=[C:6]([NH:10][C:11]2[CH:12]=[C:13]([NH:17][C:18](=[O:20])[CH3:19])[CH:14]=[CH:15][CH:16]=2)[C:5]([F:9])=[CH:4][N:3]=1. (3) Given the reactants [Al+3].[Cl-].[Cl-].[Cl-].[N-:5]=[N+:6]=[N-:7].[Na+].[CH2:9]([O:16][C:17]1[CH:22]=[CH:21][C:20]([N:23]=[C:24]=O)=[CH:19][CH:18]=1)[C:10]1[CH:15]=[CH:14][CH:13]=[CH:12][CH:11]=1.C1C[O:29]CC1, predict the reaction product. The product is: [OH:29][N:7]1[NH:6][N:5]=[CH:24][N:23]1[C:20]1[CH:21]=[CH:22][C:17]([O:16][CH2:9][C:10]2[CH:15]=[CH:14][CH:13]=[CH:12][CH:11]=2)=[CH:18][CH:19]=1. (4) Given the reactants [Cl:1][C:2]1[CH:3]=[N:4][CH:5]=[C:6]([Cl:20])[C:7]=1[S:8][C:9]1[S:13][C:12]([C:14](Cl)=[O:15])=[CH:11][C:10]=1[N+:17]([O-:19])=[O:18].[CH3:21][O:22][C:23]1[CH:29]=[CH:28][C:27]([Cl:30])=[CH:26][C:24]=1[NH2:25], predict the reaction product. The product is: [Cl:30][C:27]1[CH:28]=[CH:29][C:23]([O:22][CH3:21])=[C:24]([NH:25][C:14]([C:12]2[S:13][C:9]([S:8][C:7]3[C:2]([Cl:1])=[CH:3][N:4]=[CH:5][C:6]=3[Cl:20])=[C:10]([N+:17]([O-:19])=[O:18])[CH:11]=2)=[O:15])[CH:26]=1. (5) The product is: [CH3:22][O:21][C:13]1[CH:14]=[C:15]([N+:18]([O-:20])=[O:19])[CH:16]=[CH:17][C:12]=1[O:1][CH2:2][CH2:3][N:4]1[CH2:8][CH2:7][CH2:6][CH2:5]1. Given the reactants [OH:1][CH2:2][CH2:3][N:4]1[CH2:8][CH2:7][CH2:6][CH2:5]1.[H-].[Na+].Cl[C:12]1[CH:17]=[CH:16][C:15]([N+:18]([O-:20])=[O:19])=[CH:14][C:13]=1[O:21][CH3:22], predict the reaction product. (6) The product is: [F:12][C:13]1[C:19]([O:20][CH3:21])=[CH:18][CH:17]=[CH:16][C:14]=1[NH:15][C:5]1[N:6]=[CH:7][CH:8]=[CH:9][C:4]=1[C:3]([O:2][CH3:1])=[O:11]. Given the reactants [CH3:1][O:2][C:3](=[O:11])[C:4]1[CH:9]=[CH:8][CH:7]=[N:6][C:5]=1F.[F:12][C:13]1[C:19]([O:20][CH3:21])=[CH:18][CH:17]=[CH:16][C:14]=1[NH2:15], predict the reaction product.